Task: Predict the reactants needed to synthesize the given product.. Dataset: Full USPTO retrosynthesis dataset with 1.9M reactions from patents (1976-2016) (1) Given the product [C:22]12([C:21]3[C:26]([C:17]4[C:13]([CH:15]=3)=[CH:16][CH:20]=[CH:19][CH:18]=4)=[CH:25][CH:24]=[CH:23]1)[C:51]1[C:50]([C:41]3[C:42]([CH:52]=1)=[CH:43][CH:44]=[CH:45][CH:46]=3)=[CH:49][CH:54]=[CH:53]2, predict the reactants needed to synthesize it. The reactants are: [Na].C([O-])(C)(C)C.ClP([C:13]([CH3:16])([CH3:15])C)C(C)(C)C.[C:17]1(NC2C=CC=CC=2)[C:26]2[C:21](=[CH:22][CH:23]=[CH:24][CH:25]=2)[CH:20]=[CH:19][CH:18]=1.C1(N[C:41]2[CH:46]=[CH:45][CH:44]=[CH:43][CH:42]=2)C=CC=CC=1.CO[C:49]1[CH:54]=[CH:53][C:52](N[C:49]2[CH:54]=[CH:53][C:52](OC)=[CH:51][CH:50]=2)=[CH:51][CH:50]=1. (2) Given the product [CH2:25]([C:19]1[CH:18]=[C:17]([CH2:16][CH:11]([NH:10][C:30]([N:28]2[CH2:29][CH2:34][CH:35]([N:38]3[CH2:47][C:46]4[C:41](=[CH:42][CH:43]=[CH:44][CH:45]=4)[NH:40][C:39]3=[O:48])[CH2:36][CH2:27]2)=[O:31])[C:12]([O:14][CH3:15])=[O:13])[CH:22]=[CH:21][C:20]=1[CH2:23][CH3:24])[CH3:26], predict the reactants needed to synthesize it. The reactants are: C(N(C(C)C)C(C)C)C.[NH2:10][CH:11]([CH2:16][C:17]1[CH:22]=[CH:21][C:20]([CH2:23][CH3:24])=[C:19]([CH2:25][CH3:26])[CH:18]=1)[C:12]([O:14][CH3:15])=[O:13].[CH3:27][N:28]([CH:30]=[O:31])[CH3:29].N1C[CH2:36][CH:35]([N:38]2[CH2:47][C:46]3[C:41](=[CH:42][CH:43]=[CH:44][CH:45]=3)[NH:40][C:39]2=[O:48])[CH2:34]C1. (3) Given the product [C:1]([C:5]1[N:10]=[CH:9][C:8]([C:11]2[N:12]([C:32]([N:38]3[CH2:42][CH2:41][CH:40]([OH:43])[CH2:39]3)=[O:33])[C@@:13]([C:25]3[CH:26]=[CH:27][C:28]([Cl:31])=[CH:29][CH:30]=3)([CH3:24])[C@@:14]([C:17]3[CH:18]=[CH:19][C:20]([Cl:23])=[CH:21][CH:22]=3)([CH3:16])[N:15]=2)=[C:7]([O:35][CH2:36][CH3:37])[CH:6]=1)([CH3:2])([CH3:3])[CH3:4], predict the reactants needed to synthesize it. The reactants are: [C:1]([C:5]1[N:10]=[CH:9][C:8]([C:11]2[N:12]([C:32](Cl)=[O:33])[C@@:13]([C:25]3[CH:30]=[CH:29][C:28]([Cl:31])=[CH:27][CH:26]=3)([CH3:24])[C@@:14]([C:17]3[CH:22]=[CH:21][C:20]([Cl:23])=[CH:19][CH:18]=3)([CH3:16])[N:15]=2)=[C:7]([O:35][CH2:36][CH3:37])[CH:6]=1)([CH3:4])([CH3:3])[CH3:2].[NH:38]1[CH2:42][CH2:41][CH:40]([OH:43])[CH2:39]1. (4) Given the product [Cl:27][C:25]1[CH:24]=[CH:23][C:22]([CH3:28])=[C:21]([N:18]2[C:19](=[O:20])[C:11]3[N:10]=[C:9]([C:7]4[CH:8]=[C:3]([CH:4]=[CH:5][C:6]=4[O:37][CH3:38])[CH2:2][NH:1][C:39](=[O:41])[CH3:40])[N:13]([CH:14]([CH3:15])[CH3:16])[C:12]=3[CH:17]2[C:29]2[CH:34]=[CH:33][C:32]([Cl:35])=[CH:31][C:30]=2[CH3:36])[CH:26]=1, predict the reactants needed to synthesize it. The reactants are: [NH2:1][CH2:2][C:3]1[CH:4]=[CH:5][C:6]([O:37][CH3:38])=[C:7]([C:9]2[N:13]([CH:14]([CH3:16])[CH3:15])[C:12]3[CH:17]([C:29]4[CH:34]=[CH:33][C:32]([Cl:35])=[CH:31][C:30]=4[CH3:36])[N:18]([C:21]4[CH:26]=[C:25]([Cl:27])[CH:24]=[CH:23][C:22]=4[CH3:28])[C:19](=[O:20])[C:11]=3[N:10]=2)[CH:8]=1.[C:39](Cl)(=[O:41])[CH3:40]. (5) Given the product [CH3:28][O:27][CH2:26][C@@H:25]([O:24][C:22]1[CH:21]=[C:17]([CH:16]=[C:15]([O:14][CH2:7][C:8]2[CH:13]=[CH:12][CH:11]=[CH:10][CH:9]=2)[CH:23]=1)[C:18]([NH2:31])=[O:19])[CH3:29], predict the reactants needed to synthesize it. The reactants are: C(Cl)(=O)C(Cl)=O.[CH2:7]([O:14][C:15]1[CH:16]=[C:17]([CH:21]=[C:22]([O:24][C@@H:25]([CH3:29])[CH2:26][O:27][CH3:28])[CH:23]=1)[C:18](O)=[O:19])[C:8]1[CH:13]=[CH:12][CH:11]=[CH:10][CH:9]=1.C[N:31](C=O)C. (6) Given the product [NH2:8][C:5]1[N:6]=[CH:7][C:2]([C:28]#[C:27][CH2:26][NH:29][C:30]([NH2:32])=[O:31])=[N:3][C:4]=1[C:9]1[NH:13][C:12]2[CH:14]=[C:15]([CH3:18])[CH:16]=[CH:17][C:11]=2[N:10]=1, predict the reactants needed to synthesize it. The reactants are: Br[C:2]1[N:3]=[C:4]([C:9]2[NH:13][C:12]3[CH:14]=[C:15]([CH3:18])[CH:16]=[CH:17][C:11]=3[N:10]=2)[C:5]([NH2:8])=[N:6][CH:7]=1.CCN(CC)CC.[CH2:26]([NH:29][C:30]([NH2:32])=[O:31])[C:27]#[CH:28]. (7) Given the product [F:20][C:3]1[CH:4]=[C:5]([N:8]2[CH2:12][C@H:11]([CH2:13][N:14]3[CH:18]=[CH:17][N:16]=[N:15]3)[O:10][C:9]2=[O:19])[CH:6]=[CH:7][C:2]=1[C:47]1[C:48]([C:51]2[CH2:55][C@@H:54]([CH2:56][OH:57])[O:53][N:52]=2)=[N:49][CH:50]=[CH:45][CH:46]=1, predict the reactants needed to synthesize it. The reactants are: Br[C:2]1[CH:7]=[CH:6][C:5]([N:8]2[CH2:12][C@H:11]([CH2:13][N:14]3[CH:18]=[CH:17][N:16]=[N:15]3)[O:10][C:9]2=[O:19])=[CH:4][C:3]=1[F:20].C([O-])(=O)C.[K+].B1(B2OC(C)(C)C(C)(C)O2)OC(C)(C)C(C)(C)O1.Br[C:45]1[CH:46]=[CH:47][C:48]([C:51]2[CH2:55][C@@H:54]([CH2:56][OH:57])[O:53][N:52]=2)=[N:49][CH:50]=1.C(=O)([O-])[O-].[K+].[K+]. (8) Given the product [C:22]1([C:28]2[C:33]([C:34]3[CH:35]=[CH:36][CH:37]=[CH:38][CH:39]=3)=[N:32][C:31]([C:10]3[CH:15]=[CH:14][CH:13]=[CH:12][CH:11]=3)=[CH:30][N:29]=2)[CH:27]=[CH:26][CH:25]=[CH:24][CH:23]=1, predict the reactants needed to synthesize it. The reactants are: C(OCCCC)CCC.[C:10]1([Li])[CH:15]=[CH:14][CH:13]=[CH:12][CH:11]=1.C(OCC)C.[C:22]1([C:28]2[C:33]([C:34]3[CH:39]=[CH:38][CH:37]=[CH:36][CH:35]=3)=[N:32][CH:31]=[CH:30][N:29]=2)[CH:27]=[CH:26][CH:25]=[CH:24][CH:23]=1. (9) The reactants are: [CH2:1]([C:4]1[N:8]([CH2:9][C:10]2[CH:11]=[N:12][C:13]([C:16]3[CH:21]=[CH:20][CH:19]=[CH:18][C:17]=3[C:22]3[NH:26][N:25]=[N:24][N:23]=3)=[CH:14][CH:15]=2)[N:7]=[C:6](C(O)=O)[CH:5]=1)[CH2:2][CH3:3].CN([C:33]([O:37]N1N=NC2C=CC=NC1=2)=[N+](C)C)C.F[P-](F)(F)(F)(F)F.CCN(C(C)C)C(C)C.CN(C=O)C.[NH2:68][C@H:69]([CH2:74][C:75]1[CH:80]=[CH:79][CH:78]=[CH:77][C:76]=1[C:81]([F:84])([F:83])[F:82])[CH2:70][C:71]([OH:73])=[O:72].Cl. Given the product [CH2:1]([C:4]1[N:8]([CH2:9][C:10]2[CH:11]=[N:12][C:13]([C:16]3[CH:21]=[CH:20][CH:19]=[CH:18][C:17]=3[C:22]3[NH:23][N:24]=[N:25][N:26]=3)=[CH:14][CH:15]=2)[N:7]=[C:6]([C:33]([NH:68][C@H:69]([CH2:74][C:75]2[CH:80]=[CH:79][CH:78]=[CH:77][C:76]=2[C:81]([F:82])([F:83])[F:84])[CH2:70][C:71]([OH:73])=[O:72])=[O:37])[CH:5]=1)[CH2:2][CH3:3], predict the reactants needed to synthesize it.